This data is from Full USPTO retrosynthesis dataset with 1.9M reactions from patents (1976-2016). The task is: Predict the reactants needed to synthesize the given product. (1) Given the product [Cl:8][C:6]1[CH:5]=[C:4]([C:9]2[CH:14]=[CH:13][C:12]([O:15][CH:16]([CH3:18])[CH3:17])=[CH:11][CH:10]=2)[N:3]=[C:2]([C:24]2[N:29]=[CH:28][CH:27]=[CH:26][N:25]=2)[CH:7]=1, predict the reactants needed to synthesize it. The reactants are: Cl[C:2]1[CH:7]=[C:6]([Cl:8])[CH:5]=[C:4]([C:9]2[CH:14]=[CH:13][C:12]([O:15][CH:16]([CH3:18])[CH3:17])=[CH:11][CH:10]=2)[N:3]=1.C([Sn](CCCC)(CCCC)[C:24]1[N:29]=[CH:28][CH:27]=[CH:26][N:25]=1)CCC.[F-].[Cs+]. (2) Given the product [OH:28][C:23]1([C:7]2[C:8]([OH:10])=[CH:9][C:4]3[O:3][CH2:2][O:1][C:5]=3[CH:6]=2)[C:22]2[C:26](=[C:18]([C:17]([F:16])([F:29])[F:30])[CH:19]=[CH:20][CH:21]=2)[NH:25][C:24]1=[O:27], predict the reactants needed to synthesize it. The reactants are: [O:1]1[C:5]2[CH:6]=[CH:7][C:8]([OH:10])=[CH:9][C:4]=2[O:3][CH2:2]1.C([Mg]Cl)(C)C.[F:16][C:17]([F:30])([F:29])[C:18]1[CH:19]=[CH:20][CH:21]=[C:22]2[C:26]=1[NH:25][C:24](=[O:27])[C:23]2=[O:28]. (3) Given the product [Br:39][CH2:2][CH2:3][CH2:4][CH2:5][NH:6][C:7]([C:9]1[CH:10]=[C:11]2[C:16](=[CH:17][CH:18]=1)[N:15]=[CH:14][CH:13]=[CH:12]2)=[O:8], predict the reactants needed to synthesize it. The reactants are: O[CH2:2][CH2:3][CH2:4][CH2:5][NH:6][C:7]([C:9]1[CH:10]=[C:11]2[C:16](=[CH:17][CH:18]=1)[N:15]=[CH:14][CH:13]=[CH:12]2)=[O:8].C1(P(C2C=CC=CC=2)C2C=CC=CC=2)C=CC=CC=1.C(Br)(Br)(Br)[Br:39].